Task: Predict the product of the given reaction.. Dataset: Forward reaction prediction with 1.9M reactions from USPTO patents (1976-2016) Given the reactants [F:1][C:2]1[CH:3]=[C:4]([CH:6]=[C:7]([F:9])[CH:8]=1)[NH2:5].[Li]CCCC.Cl[Si](C)(C)C.[S:20]1[CH2:25][CH2:24][C:23](=[O:26])[CH2:22][CH2:21]1.Cl, predict the reaction product. The product is: [NH2:5][C:4]1[CH:3]=[C:2]([F:1])[C:8]([C:23]2([OH:26])[CH2:24][CH2:25][S:20][CH2:21][CH2:22]2)=[C:7]([F:9])[CH:6]=1.